From a dataset of Forward reaction prediction with 1.9M reactions from USPTO patents (1976-2016). Predict the product of the given reaction. (1) The product is: [N:5]1[C:6]2[CH:7]=[CH:8][CH:14]=[CH:1][C:2]=2[NH:3][CH:4]=1. Given the reactants [CH3:1][CH2:2][N:3]=[C:4]=[N:5][CH2:6][CH2:7][CH2:8]N(C)C.Cl.Br[C:14]1C=C(N)C(N)=CC=1.C(N1CCC[C@H]1C(O)=O)(OC(C)(C)C)=O.ON1C2C=CC=CC=2N=N1, predict the reaction product. (2) Given the reactants [Cl:1][C:2]1[CH:8]=[CH:7][C:5]([NH2:6])=[CH:4][C:3]=1[I:9].[F:10][C:11]([F:23])([F:22])[C:12]1[N:17]=[C:16]([CH3:18])[C:15]([C:19](Cl)=[O:20])=[CH:14][CH:13]=1, predict the reaction product. The product is: [Cl:1][C:2]1[CH:8]=[CH:7][C:5]([NH:6][C:19]([C:15]2[C:16]([CH3:18])=[N:17][C:12]([C:11]([F:23])([F:10])[F:22])=[CH:13][CH:14]=2)=[O:20])=[CH:4][C:3]=1[I:9]. (3) Given the reactants C(OC(N1CCC(=C/C=C/C2C=CC=CC=2)CC1)=O)(C)(C)C.C(OP([CH2:31]/[CH:32]=[CH:33]/[C:34]1[CH:39]=[CH:38][CH:37]=[C:36]([F:40])[CH:35]=1)(OCC)=O)C.C(P(=O)(OCC)OCC)C=CC1C=CC=CC=1.[CH3:58][C:59]1[N:64]=[C:63]([N:65]2[CH2:70][CH2:69][C:68](=O)[CH2:67][CH2:66]2)[C:62]([N+:72]([O-:74])=[O:73])=[CH:61][CH:60]=1, predict the reaction product. The product is: [F:40][C:36]1[CH:35]=[C:34](/[CH:33]=[CH:32]/[CH:31]=[C:68]2[CH2:69][CH2:70][N:65]([C:63]3[C:62]([N+:72]([O-:74])=[O:73])=[CH:61][CH:60]=[C:59]([CH3:58])[N:64]=3)[CH2:66][CH2:67]2)[CH:39]=[CH:38][CH:37]=1.